From a dataset of Full USPTO retrosynthesis dataset with 1.9M reactions from patents (1976-2016). Predict the reactants needed to synthesize the given product. (1) Given the product [OH:14][C:13]1[C:2]([CH3:1])=[C:3]([CH3:21])[C:4]2[O:8][C:7]([C:9](=[O:11])[CH3:10])=[CH:6][C:5]=2[CH:12]=1, predict the reactants needed to synthesize it. The reactants are: [CH3:1][C:2]1[C:13]([O:14]C2CCCCO2)=[CH:12][C:5]2[CH:6]=[C:7]([C:9](=[O:11])[CH3:10])[O:8][C:4]=2[C:3]=1[CH3:21].OC1C(C)=C(C)C(O)=CC=1C=O.O. (2) Given the product [CH3:1][O:2][C:3]1[C:8]([CH2:9][N:10]2[CH2:15][CH2:14][CH:13]([CH2:16][C:17]([O:19][CH2:20][CH3:21])=[O:18])[CH2:12][CH2:11]2)=[CH:7][CH:6]=[CH:5][N:4]=1, predict the reactants needed to synthesize it. The reactants are: [CH3:1][O:2][C:3]1[C:8]([CH2:9][N:10]2[CH2:15][CH2:14][C:13](=[CH:16][C:17]([O:19][CH2:20][CH3:21])=[O:18])[CH2:12][CH2:11]2)=[CH:7][CH:6]=[CH:5][N:4]=1.[H][H].